This data is from Reaction yield outcomes from USPTO patents with 853,638 reactions. The task is: Predict the reaction yield, written as a fraction of the theoretical maximum amount of product (1.0 means a 100% yield; for example, 0.34 means a 34% yield). (1) The reactants are P(=O)(O)(O)O.[Br:6][C:7]1[CH:12]=[CH:11][C:10]([O:13][CH2:14][CH:15](OCC)OCC)=[CH:9][CH:8]=1. The catalyst is ClC1C=CC=CC=1. The product is [Br:6][C:7]1[CH:8]=[CH:9][C:10]2[O:13][CH:14]=[CH:15][C:11]=2[CH:12]=1. The yield is 0.500. (2) The reactants are [CH:1]([Mg]Br)=[CH2:2].[CH3:5][C:6]1([CH3:12])[CH2:10][CH2:9][C:8](=[O:11])[CH2:7]1. The catalyst is C1COCC1. The product is [CH3:5][C:6]1([CH3:12])[CH2:10][CH2:9][C:8]([CH:1]=[CH2:2])([OH:11])[CH2:7]1. The yield is 0.760. (3) The reactants are [BH4-].[Li+].Cl[Si](C)(C)C.[Br:8][C:9]1[CH:14]=[CH:13][C:12]([CH:15]=[CH:16][N+:17]([O-])=O)=[C:11]([Cl:20])[CH:10]=1. The catalyst is O1CCCC1. The product is [Br:8][C:9]1[CH:14]=[CH:13][C:12]([CH2:15][CH2:16][NH2:17])=[C:11]([Cl:20])[CH:10]=1. The yield is 0.950. (4) The reactants are [OH:1][C:2]1[CH:7]=[CH:6][C:5]([C:8]2[CH:13]=[CH:12][CH:11]=[C:10]([C:14]#[N:15])[CH:9]=2)=[CH:4][C:3]=1[C:16]1[CH:21]=[CH:20][N:19]=[N:18][CH:17]=1.C(=O)([O-])[O-].[K+].[K+].[Cl:28][C:29]1[C:30](F)=[CH:31][C:32]([F:55])=[C:33]([S:35]([N:38]([CH2:44][C:45]2[CH:50]=[CH:49][C:48]([O:51][CH3:52])=[CH:47][C:46]=2[O:53][CH3:54])[C:39]2[S:40][CH:41]=[N:42][N:43]=2)(=[O:37])=[O:36])[CH:34]=1.O. The catalyst is CS(C)=O.C(OCC)(=O)C. The product is [Cl:28][C:29]1[C:30]([O:1][C:2]2[CH:7]=[CH:6][C:5]([C:8]3[CH:13]=[CH:12][CH:11]=[C:10]([C:14]#[N:15])[CH:9]=3)=[CH:4][C:3]=2[C:16]2[CH:21]=[CH:20][N:19]=[N:18][CH:17]=2)=[CH:31][C:32]([F:55])=[C:33]([S:35]([N:38]([CH2:44][C:45]2[CH:50]=[CH:49][C:48]([O:51][CH3:52])=[CH:47][C:46]=2[O:53][CH3:54])[C:39]2[S:40][CH:41]=[N:42][N:43]=2)(=[O:36])=[O:37])[CH:34]=1. The yield is 0.650. (5) The reactants are C([O:4][C@H:5]1[CH2:10][CH2:9][C@@:8]([C@H:12]2[CH2:20][CH2:19][C@@:18]3([CH3:21])[C@@H:14]([CH2:15][CH2:16][C:17]3=[CH2:22])[C@@H:13]2[CH2:23][NH2:24])([CH3:11])[C@@H:7]([CH2:25][OH:26])[CH2:6]1)(=O)C.F[B-](F)(F)F.N1(OC(N(C)C)=[N+](C)C)C2C=CC=CC=2N=N1.[C:49](O)(=[O:52])[CH2:50][CH3:51].C(N(CC)C(C)C)(C)C. The catalyst is CN(C=O)C. The product is [OH:4][C@H:5]1[CH2:10][CH2:9][C@@:8]([C@H:12]2[CH2:20][CH2:19][C@@:18]3([CH3:21])[C@@H:14]([CH2:15][CH2:16][C:17]3=[CH2:22])[C@@H:13]2[CH2:23][NH:24][C:49](=[O:52])[CH2:50][CH3:51])([CH3:11])[C@@H:7]([CH2:25][OH:26])[CH2:6]1. The yield is 0.400. (6) The reactants are C(OCC)(=O)C.C(OC([N:14]1[CH2:19][CH2:18][CH:17]([O:20][C:21]2[CH:26]=[CH:25][C:24]([Cl:27])=[CH:23][CH:22]=2)[CH2:16][CH2:15]1)=O)(C)(C)C. The yield is 0.752. The product is [ClH:27].[Cl:27][C:24]1[CH:25]=[CH:26][C:21]([O:20][CH:17]2[CH2:16][CH2:15][NH:14][CH2:19][CH2:18]2)=[CH:22][CH:23]=1. The catalyst is Cl. (7) The reactants are [Cl:1][C:2]1[N:7]=[C:6]([NH2:8])[N:5]=[C:4]([NH:9][CH2:10][C:11]2[S:12][C:13]([CH3:16])=[N:14][N:15]=2)[C:3]=1I.C(OCC)(=O)C.C(=O)(O)[O-].[Na+].[CH3:29][N:30](C=O)C. The catalyst is [C-]#N.[Zn+2].[C-]#N.C1C=CC(/C=C/C(/C=C/C2C=CC=CC=2)=O)=CC=1.C1C=CC(/C=C/C(/C=C/C2C=CC=CC=2)=O)=CC=1.C1C=CC(/C=C/C(/C=C/C2C=CC=CC=2)=O)=CC=1.[Pd].[Pd].C1C=CC(P(C2C=CC=CC=2)[C-]2C=CC=C2)=CC=1.C1C=CC(P(C2C=CC=CC=2)[C-]2C=CC=C2)=CC=1.[Fe+2]. The product is [NH2:8][C:6]1[N:7]=[C:2]([Cl:1])[C:3]([C:29]#[N:30])=[C:4]([NH:9][CH2:10][C:11]2[S:12][C:13]([CH3:16])=[N:14][N:15]=2)[N:5]=1. The yield is 0.430.